From a dataset of Forward reaction prediction with 1.9M reactions from USPTO patents (1976-2016). Predict the product of the given reaction. (1) Given the reactants O.[OH-].[Li+].C([O:6][C:7]([C:9]1[C:10]([S:24][CH2:25][CH3:26])=[N:11][C:12]2[C:17]([C:18]=1[CH3:19])=[CH:16][CH:15]=[C:14]([C:20]([CH3:23])([CH3:22])[CH3:21])[CH:13]=2)=[O:8])C.C1COCC1.CO, predict the reaction product. The product is: [C:20]([C:14]1[CH:13]=[C:12]2[C:17]([C:18]([CH3:19])=[C:9]([C:7]([OH:8])=[O:6])[C:10]([S:24][CH2:25][CH3:26])=[N:11]2)=[CH:16][CH:15]=1)([CH3:23])([CH3:21])[CH3:22]. (2) Given the reactants ClC(Cl)(Cl)[C:3]1[O:7][N:6]=[C:5]([C:8]2[CH:13]=[CH:12][N:11]=[C:10]([N:14]3[CH2:19][CH2:18][N:17]([C:20]([O:22][CH2:23][C:24]([CH3:27])([CH3:26])[CH3:25])=[O:21])[CH2:16][CH2:15]3)[CH:9]=2)[N:4]=1.[BH4-].[Na+], predict the reaction product. The product is: [O:7]1[CH:3]=[N:4][C:5]([C:8]2[CH:13]=[CH:12][N:11]=[C:10]([N:14]3[CH2:19][CH2:18][N:17]([C:20]([O:22][CH2:23][C:24]([CH3:27])([CH3:26])[CH3:25])=[O:21])[CH2:16][CH2:15]3)[CH:9]=2)=[N:6]1. (3) Given the reactants [F:1][C:2]1[CH:10]=[CH:9][CH:8]=[C:7]2[C:3]=1[C:4]([C:11]([O:13][CH3:14])=[O:12])=[CH:5][NH:6]2.[H-].[Na+].Cl[CH2:18][C:19]1[CH:24]=[CH:23][C:22]([C:25]2[CH:26]=[N:27][N:28]([CH3:30])[CH:29]=2)=[CH:21][C:20]=1[F:31], predict the reaction product. The product is: [F:1][C:2]1[CH:10]=[CH:9][CH:8]=[C:7]2[C:3]=1[C:4]([C:11]([O:13][CH3:14])=[O:12])=[CH:5][N:6]2[CH2:18][C:19]1[CH:24]=[CH:23][C:22]([C:25]2[CH:26]=[N:27][N:28]([CH3:30])[CH:29]=2)=[CH:21][C:20]=1[F:31]. (4) Given the reactants [CH:1]([C:4]1[CH:5]=[C:6]([C@@H:10]([NH:12][C:13]([C:15]2[CH:16]=[C:17]3[C:21](=[CH:22][CH:23]=2)[N:20]([CH2:24][C:25]2[CH:30]=[CH:29][C:28]([C:31]4[CH:36]=[CH:35][CH:34]=[CH:33][C:32]=4[S:37](=[O:40])(=[O:39])[NH2:38])=[CH:27][CH:26]=2)[C:19]([CH3:41])=[C:18]3[CH3:42])=[O:14])[CH3:11])[CH:7]=[CH:8][CH:9]=1)([CH3:3])[CH3:2].[C:43](Cl)(=[O:45])[CH3:44], predict the reaction product. The product is: [C:43]([NH:38][S:37]([C:32]1[CH:33]=[CH:34][CH:35]=[CH:36][C:31]=1[C:28]1[CH:29]=[CH:30][C:25]([CH2:24][N:20]2[C:21]3[C:17](=[CH:16][C:15]([C:13]([NH:12][C@H:10]([C:6]4[CH:7]=[CH:8][CH:9]=[C:4]([CH:1]([CH3:3])[CH3:2])[CH:5]=4)[CH3:11])=[O:14])=[CH:23][CH:22]=3)[C:18]([CH3:42])=[C:19]2[CH3:41])=[CH:26][CH:27]=1)(=[O:39])=[O:40])(=[O:45])[CH3:44].